This data is from Catalyst prediction with 721,799 reactions and 888 catalyst types from USPTO. The task is: Predict which catalyst facilitates the given reaction. Reactant: [NH:1]1[C:5]2=[N:6][CH:7]=[CH:8][CH:9]=[C:4]2[C:3]([CH2:10][C:11](O)=O)=[CH:2]1.[CH3:14][N:15]1[CH:19]=[C:18]([C:20]2[N:25]=[N:24][C:23]([NH:26][NH2:27])=[CH:22][CH:21]=2)[CH:17]=[N:16]1.C(N(CC)C(C)C)(C)C. Product: [CH3:14][N:15]1[CH:19]=[C:18]([C:20]2[CH:21]=[CH:22][C:23]3[N:24]([C:11]([CH2:10][C:3]4[C:4]5[C:5](=[N:6][CH:7]=[CH:8][CH:9]=5)[NH:1][CH:2]=4)=[N:27][N:26]=3)[N:25]=2)[CH:17]=[N:16]1. The catalyst class is: 9.